This data is from Experimentally validated miRNA-target interactions with 360,000+ pairs, plus equal number of negative samples. The task is: Binary Classification. Given a miRNA mature sequence and a target amino acid sequence, predict their likelihood of interaction. (1) The miRNA is hsa-miR-1250-3p with sequence ACAUUUUCCAGCCCAUUCA. The protein sequence of the target gene is MSSGIHVALVTGGNKGIGLAIVRDLCRLFSGDVVLTARDVTRGQAAVQQLQAEGLSPRFHQLDIDDLQSIRALRDFLRKEYGGLDVLVNNAGIAFKVADPTPFHIQAEVTMKTNFFGTRDVCTELLPLIKPQGRVVNVSSIMSVRALKSCSPELQQKFRSETITEEELVGLMNKFVEDTKKGVHQKEGWPSSAYGVTKIGVTVLSRIHARKLSEQRKGDKILLNACCPGWVRTDMAGPKATKSPEEGAETPVYLALLPPDAEGPHGQFVSEKRVEQW. Result: 1 (interaction). (2) The miRNA is hsa-miR-98-5p with sequence UGAGGUAGUAAGUUGUAUUGUU. The protein sequence of the target gene is MDSDEGYNYEFDEDEECSEEDSGAEEEEDEDDDEPDDDTLDLGEVELVEPGLGVGGERDGLLCGETGGGGGSALGPGGGGGGGGGGGGGGPGHEQEEDYRYEVLTAEQILQHMVECIREVNEVIQNPATITRILLSHFNWDKEKLMERYFDGNLEKLFAECHVINPSKKSRTRQMNTRSSAQDMPCQICYLNYPNSYFTGLECGHKFCMQCWSEYLTTKIMEEGMGQTISCPAHGCDILVDDNTVMRLITDSKVKLKYQHLITNSFVECNRLLKWCPAPDCHHVVKVQYPDAKPVRCKCG.... Result: 1 (interaction). (3) The miRNA is hsa-miR-377-5p with sequence AGAGGUUGCCCUUGGUGAAUUC. The protein sequence of the target gene is MATPLPPPSPRHLRLLRLLLSGLVLGAALRGAAAGHPDVAACPGSLDCALKRRARCPPGAHACGPCLQPFQEDQQGLCVPRMRRPPGGGRPQPRLEDEIDFLAQELARKESGHSTPPLPKDRQRLPEPATLGFSARGQGLELGLPSTPGTPTPTPHTSLGSPVSSDPVHMSPLEPRGGQGDGLALVLILAFCVAGAAALSVASLCWCRLQREIRLTQKADYATAKAPGSPAAPRISPGDQRLAQSAEMYHYQHQRQQMLCLERHKEPPKELDTASSDEENEDGDFTVYECPGLAPTGEME.... Result: 0 (no interaction). (4) The miRNA is mmu-miR-200c-3p with sequence UAAUACUGCCGGGUAAUGAUGGA. The protein sequence of the target gene is MGFFSENSERNESVVSSPASKEPETQPASSTSYPDCHVDSSSVSSGYGTFCILDMNTHKAKEPTEPLEPGAASQGQHPASVVQAHGPAGGAAAINFFTQTPEELCASLKEDGSTFPGEFDRNFLGENKISEVYSGKANSGKSVTSWAQRLKQNQSKQAHTEDDCSGPKPGSELNWKPPADTFDLAADAARPCAFYINKPAESPSSWLSDSGTGLTYWKLEEKDMYHSLPETLEKTFAPSPAERPLSQVLTLDPGAIRMKPKEHVAGIQAHGFLHALDDRISFSPDSVLEPSLSRHSDTDS.... Result: 1 (interaction). (5) The miRNA is hsa-miR-596 with sequence AAGCCUGCCCGGCUCCUCGGG. The protein sequence of the target gene is MGLSHSKTHLRVIKVAPLQNKEVETPSAGRVDFAFNQNLEEKTSYSLARLQDQNKALEGQLPPLQENWYGRYSTASRDMYFDIPLEHRETSIIKRHPPQRLQKLEPIDLPRVITSGRLLSQREARTMHKAKQVLEKKMQTPMYTSENRQYLHKMQVLEMIRKRQEAQMELKKSLHGEARINKQSPRDHKAKKTLQSTPRNDDHDLLTMLPDEILNRGPGNSKNTEFLKHQAVNNYCPWKIGKMETWLHEQEAQGQLLWDSSSSDSDEQGKDEKKPRALVRTRTERIPLFDEFFDQE. Result: 0 (no interaction).